Dataset: Catalyst prediction with 721,799 reactions and 888 catalyst types from USPTO. Task: Predict which catalyst facilitates the given reaction. (1) Reactant: [F:1][C:2]1[CH:7]=[C:6]([OH:8])[CH:5]=[CH:4][C:3]=1[C:9]1[S:10][C:11]2[CH2:12][N:13]([C:18](=[O:20])[CH3:19])[CH2:14][CH2:15][C:16]=2[N:17]=1.C1OCCOCCOCCOCCOC1.[H-].[Na+].[N:38]1([CH:44]2[CH2:47][CH:46](OS(C3C=CC(Br)=CC=3)(=O)=O)[CH2:45]2)[CH2:43][CH2:42][CH2:41][CH2:40][CH2:39]1. Product: [C:18]([N:13]1[CH2:14][CH2:15][C:16]2[N:17]=[C:9]([C:3]3[CH:4]=[CH:5][C:6]([O:8][C@H:46]4[CH2:47][C@H:44]([N:38]5[CH2:43][CH2:42][CH2:41][CH2:40][CH2:39]5)[CH2:45]4)=[CH:7][C:2]=3[F:1])[S:10][C:11]=2[CH2:12]1)(=[O:20])[CH3:19]. The catalyst class is: 30. (2) Reactant: [N:1]1[N:2]([C:6]2[CH:32]=[CH:31][CH:30]=[CH:29][C:7]=2[C:8]([N:10]2[C@H:15]([CH3:16])[CH2:14][CH2:13][C@@H:12]([O:17][C:18]3[N:27]=[CH:26][CH:25]=[C:24](I)[C:19]=3[C:20]([O:22][CH3:23])=[O:21])[CH2:11]2)=[O:9])[N:3]=[CH:4][CH:5]=1.[NH:33]1[CH2:36][CH2:35][CH2:34]1.C(=O)([O-])[O-].[Cs+].[Cs+].CNC1CCCCC1NC. Product: [N:33]1([C:24]2[CH:25]=[CH:26][N:27]=[C:18]([O:17][C@@H:12]3[CH2:13][CH2:14][C@@H:15]([CH3:16])[N:10]([C:8]([C:7]4[CH:29]=[CH:30][CH:31]=[CH:32][C:6]=4[N:2]4[N:3]=[CH:4][CH:5]=[N:1]4)=[O:9])[CH2:11]3)[C:19]=2[C:20]([O:22][CH3:23])=[O:21])[CH2:36][CH2:35][CH2:34]1. The catalyst class is: 122. (3) Reactant: [CH3:1][N:2]1[C:6]2[CH:7]=[CH:8][C:9]([N:11]3[CH:16]=[C:15]([C:17]([O:19][CH2:20][CH3:21])=[O:18])[C:14](=[O:22])[NH:13][C:12]3=[O:23])=[CH:10][C:5]=2[S:4][C:3]1=[O:24].C1(P(C2C=CC=CC=2)C2C=CC=CC=2)C=CC=CC=1.N(C(OC(C)C)=O)=NC(OC(C)C)=O.[CH3:58][O:59][C:60]1[CH:68]=[CH:67][CH:66]=[C:65]2[C:61]=1[CH2:62][CH2:63][CH:64]2O.Cl. Product: [CH3:58][O:59][C:60]1[CH:68]=[CH:67][CH:66]=[C:65]2[C:61]=1[CH2:62][CH2:63][CH:64]2[N:13]1[C:14](=[O:22])[C:15]([C:17]([O:19][CH2:20][CH3:21])=[O:18])=[CH:16][N:11]([C:9]2[CH:8]=[CH:7][C:6]3[N:2]([CH3:1])[C:3](=[O:24])[S:4][C:5]=3[CH:10]=2)[C:12]1=[O:23]. The catalyst class is: 118. (4) Reactant: [F:1][C:2]1[CH:3]=[CH:4][C:5]([O:10][CH3:11])=[C:6]([CH2:8]O)[CH:7]=1.S(Cl)([Cl:14])=O. Product: [Cl:14][CH2:8][C:6]1[CH:7]=[C:2]([F:1])[CH:3]=[CH:4][C:5]=1[O:10][CH3:11]. The catalyst class is: 139. (5) Reactant: [CH:1]1([C:4]2[O:8][N:7]=[C:6]([C:9]3[C:14]([Cl:15])=[CH:13][CH:12]=[CH:11][C:10]=3[Cl:16])[C:5]=2[CH2:17][O:18][CH:19]2[CH2:24][CH2:23][N:22]([C:25]3[S:26][C:27]4[CH:33]=[C:32]([C:34]#[N:35])[CH:31]=[CH:30][C:28]=4[N:29]=3)[CH2:21][CH2:20]2)[CH2:3][CH2:2]1.[OH-:36].[K+]. Product: [CH:1]1([C:4]2[O:8][N:7]=[C:6]([C:9]3[C:14]([Cl:15])=[CH:13][CH:12]=[CH:11][C:10]=3[Cl:16])[C:5]=2[CH2:17][O:18][CH:19]2[CH2:24][CH2:23][N:22]([C:25]3[S:26][C:27]4[CH:33]=[C:32]([C:34]([NH2:35])=[O:36])[CH:31]=[CH:30][C:28]=4[N:29]=3)[CH2:21][CH2:20]2)[CH2:2][CH2:3]1. The catalyst class is: 514. (6) Reactant: [C:1]1([S:7]([N:10]2[C:18]3[C:13](=[CH:14][CH:15]=[CH:16][CH:17]=3)[C:12](Br)=[CH:11]2)(=[O:9])=[O:8])[CH:6]=[CH:5][CH:4]=[CH:3][CH:2]=1.[CH3:20][O:21][C:22]1[CH:23]=[C:24](B(O)O)[CH:25]=[CH:26][C:27]=1[O:28][CH3:29].C(=O)([O-])[O-].[K+].[K+]. Product: [C:1]1([S:7]([N:10]2[C:18]3[C:13](=[CH:14][CH:15]=[CH:16][CH:17]=3)[C:12]([C:25]3[CH:24]=[CH:23][C:22]([O:21][CH3:20])=[C:27]([O:28][CH3:29])[CH:26]=3)=[CH:11]2)(=[O:9])=[O:8])[CH:6]=[CH:5][CH:4]=[CH:3][CH:2]=1. The catalyst class is: 602. (7) Product: [Br:1][CH:9]1[CH2:8][C:7]2[C:11](=[CH:12][C:13]([O:14][CH3:15])=[C:5]([O:4][CH3:3])[CH:6]=2)[C:10]1=[O:16]. The catalyst class is: 28. Reactant: [Br:1]Br.[CH3:3][O:4][C:5]1[CH:6]=[C:7]2[C:11](=[CH:12][C:13]=1[O:14][CH3:15])[C:10](=[O:16])[CH2:9][CH2:8]2. (8) Reactant: [CH:1]([C@@H:4]1[C:9](=[O:10])[N:8]([C:11]2[CH:16]=[C:15](SC)[C:14]([C:19]([O:21][CH3:22])=[O:20])=[CH:13][C:12]=2[N+:23]([O-:25])=[O:24])[CH2:7][CH2:6][N:5]1[C:26]([O:28][C:29]([CH3:32])([CH3:31])[CH3:30])=[O:27])([CH3:3])[CH3:2].[CH:33]1C=C(Cl)C=C(C(OO)=O)C=1.[O-:44][S:45]([O-:48])(=S)=O.[Na+].[Na+]. Product: [CH:1]([C@@H:4]1[C:9](=[O:10])[N:8]([C:11]2[CH:16]=[C:15]([S:45]([CH3:33])(=[O:48])=[O:44])[C:14]([C:19]([O:21][CH3:22])=[O:20])=[CH:13][C:12]=2[N+:23]([O-:25])=[O:24])[CH2:7][CH2:6][N:5]1[C:26]([O:28][C:29]([CH3:32])([CH3:30])[CH3:31])=[O:27])([CH3:3])[CH3:2]. The catalyst class is: 2. (9) Reactant: [O:1]=[C:2]1[CH2:7][CH2:6][CH:5]([C:8]([O:10][CH2:11][CH3:12])=[O:9])[CH2:4][CH2:3]1.N1CCC[CH2:14]1.CI.O. Product: [CH2:11]([O:10][C:8]([CH:5]1[CH2:6][CH2:7][C:2](=[O:1])[CH:3]([CH3:14])[CH2:4]1)=[O:9])[CH3:12]. The catalyst class is: 11.